Task: Predict the product of the given reaction.. Dataset: Forward reaction prediction with 1.9M reactions from USPTO patents (1976-2016) Given the reactants [F:1][C:2]1[CH:10]=[C:9]2[C:5]([C:6]([C:12]3[N:13]=[C:14]4[C:20]([C:21]([OH:23])=O)=[CH:19][N:18]([CH2:24][O:25][CH2:26][CH2:27][Si:28]([CH3:31])([CH3:30])[CH3:29])[C:15]4=[N:16][CH:17]=3)=[N:7][N:8]2[CH3:11])=[CH:4][CH:3]=1.[NH2:32][C@@H:33]1[CH2:36][C@H:35]([NH:37][C:38](=[O:44])[O:39][C:40]([CH3:43])([CH3:42])[CH3:41])[CH2:34]1.C(N(CC)C(C)C)(C)C.CN(C(ON1N=NC2C=CC=NC1=2)=[N+](C)C)C.F[P-](F)(F)(F)(F)F, predict the reaction product. The product is: [C:40]([O:39][C:38](=[O:44])[NH:37][C@H:35]1[CH2:36][C@@H:33]([NH:32][C:21]([C:20]2[C:14]3[C:15](=[N:16][CH:17]=[C:12]([C:6]4[C:5]5[C:9](=[CH:10][C:2]([F:1])=[CH:3][CH:4]=5)[N:8]([CH3:11])[N:7]=4)[N:13]=3)[N:18]([CH2:24][O:25][CH2:26][CH2:27][Si:28]([CH3:31])([CH3:29])[CH3:30])[CH:19]=2)=[O:23])[CH2:34]1)([CH3:43])([CH3:41])[CH3:42].